This data is from Peptide-MHC class I binding affinity with 185,985 pairs from IEDB/IMGT. The task is: Regression. Given a peptide amino acid sequence and an MHC pseudo amino acid sequence, predict their binding affinity value. This is MHC class I binding data. (1) The MHC is H-2-Db with pseudo-sequence H-2-Db. The peptide sequence is DGVINIVII. The binding affinity (normalized) is 0.296. (2) The peptide sequence is SHGIDVTDL. The MHC is HLA-B57:01 with pseudo-sequence HLA-B57:01. The binding affinity (normalized) is 0.0847. (3) The peptide sequence is EVNAHIHTM. The MHC is HLA-B08:01 with pseudo-sequence HLA-B08:01. The binding affinity (normalized) is 0.0847. (4) The peptide sequence is MEFWLVAAL. The MHC is HLA-B48:01 with pseudo-sequence HLA-B48:01. The binding affinity (normalized) is 0.616. (5) The peptide sequence is LTVLGLGLSL. The MHC is HLA-A02:01 with pseudo-sequence HLA-A02:01. The binding affinity (normalized) is 0.301. (6) The peptide sequence is TPSHYSGNI. The MHC is HLA-B15:01 with pseudo-sequence HLA-B15:01. The binding affinity (normalized) is 0.0847. (7) The peptide sequence is AVNPGLLET. The MHC is HLA-A01:01 with pseudo-sequence HLA-A01:01. The binding affinity (normalized) is 0.0980.